This data is from Full USPTO retrosynthesis dataset with 1.9M reactions from patents (1976-2016). The task is: Predict the reactants needed to synthesize the given product. Given the product [CH3:1][O:2][C:3]1[CH:4]=[C:5]2[C:10](=[CH:11][CH:12]=1)[C@@H:9]([CH2:13][CH2:14][OH:15])[NH:8][CH2:7][CH2:6]2.[F:23][C:24]([F:29])([F:28])[C:25]([NH2:27])=[O:26], predict the reactants needed to synthesize it. The reactants are: [CH3:1][O:2][C:3]1[CH:4]=[C:5]2[C:10](=[CH:11][CH:12]=1)[C@@H:9]([CH2:13][CH2:14][O:15][Si](C(C)(C)C)(C)C)[NH:8][CH2:7][CH2:6]2.[F:23][C:24]([F:29])([F:28])[C:25]([NH2:27])=[O:26].F.O.C(=O)([O-])O.[Na+].